Predict which catalyst facilitates the given reaction. From a dataset of Catalyst prediction with 721,799 reactions and 888 catalyst types from USPTO. Reactant: [O:1]1[CH2:7][CH2:6][CH2:5][N:4]([CH2:8][C:9]2[N:17]3[C:12]([C:13]([NH2:18])=[N:14][CH:15]=[N:16]3)=[CH:11][CH:10]=2)[CH2:3][CH2:2]1.[Br:19]N1C(C)(C)C(=O)N(Br)C1=O. Product: [Br:19][C:11]1[CH:10]=[C:9]([CH2:8][N:4]2[CH2:5][CH2:6][CH2:7][O:1][CH2:2][CH2:3]2)[N:17]2[C:12]=1[C:13]([NH2:18])=[N:14][CH:15]=[N:16]2. The catalyst class is: 22.